Dataset: Forward reaction prediction with 1.9M reactions from USPTO patents (1976-2016). Task: Predict the product of the given reaction. (1) Given the reactants C(OCC)(=O)C.[C:7]1([CH2:13][CH2:14][CH2:15][CH2:16][CH2:17][CH2:18][CH:19]=[O:20])[CH:12]=[CH:11][CH:10]=[CH:9][CH:8]=1.[C-:21]#[N:22].[K+], predict the reaction product. The product is: [OH:20][CH:19]([CH2:18][CH2:17][CH2:16][CH2:15][CH2:14][CH2:13][C:7]1[CH:12]=[CH:11][CH:10]=[CH:9][CH:8]=1)[C:21]#[N:22]. (2) The product is: [CH3:1][C:2]1[C:11]([C:12]2[S:13][C:14]([C:23]3[N:27]=[CH:26][NH:25][N:24]=3)=[C:15]([C:17]3[CH:18]=[CH:19][CH:20]=[CH:21][CH:22]=3)[N:16]=2)=[C:5]2[CH:6]=[C:7]([O:10][CH2:35][C:36]3[CH:41]=[N:40][C:39]([C:42]([F:45])([F:43])[F:44])=[CH:38][CH:37]=3)[CH:8]=[CH:9][N:4]2[N:3]=1. Given the reactants [CH3:1][C:2]1[C:11]([C:12]2[S:13][C:14]([C:23]3[N:27]=[CH:26][N:25](C4CCCCO4)[N:24]=3)=[C:15]([C:17]3[CH:22]=[CH:21][CH:20]=[CH:19][CH:18]=3)[N:16]=2)=[C:5]2[CH:6]=[C:7]([OH:10])[CH:8]=[CH:9][N:4]2[N:3]=1.Cl[CH2:35][C:36]1[CH:37]=[CH:38][C:39]([C:42]([F:45])([F:44])[F:43])=[N:40][CH:41]=1.C(=O)([O-])[O-].[K+].[K+].CN(C=O)C, predict the reaction product. (3) Given the reactants [C:1]([N:4]1[C:12]2[C:7](=[CH:8][C:9]([C:13](=[O:15])[CH3:14])=[CH:10][CH:11]=2)[CH2:6][C:5]1=[O:16])(=[O:3])[CH3:2].[C:17]([O:20][C:21](=O)[CH3:22])(=O)[CH3:18], predict the reaction product. The product is: [C:1]([N:4]1[C:12]2[C:7](=[CH:8][C:9]([C:13](=[O:15])[CH3:14])=[CH:10][CH:11]=2)[C:6](=[C:17]([O:20][CH2:21][CH3:22])[C:18]2[CH:9]=[CH:8][CH:7]=[CH:6][CH:5]=2)[C:5]1=[O:16])(=[O:3])[CH3:2]. (4) Given the reactants [CH3:1][O-:2].[Na+].[Na].CO.[CH2:7]([N:14]1[C:22]2[C:17](=[CH:18][C:19]([F:24])=[C:20](I)[CH:21]=2)[C:16]([C:25]([NH:27][CH2:28][C:29]2[CH:34]=[CH:33][C:32]([F:35])=[C:31]([F:36])[CH:30]=2)=[O:26])=[C:15]1[CH:37]([CH3:39])[CH3:38])[C:8]1[CH:13]=[CH:12][CH:11]=[CH:10][CH:9]=1, predict the reaction product. The product is: [CH2:7]([N:14]1[C:22]2[C:17](=[CH:18][C:19]([F:24])=[C:20]([O:2][CH3:1])[CH:21]=2)[C:16]([C:25]([NH:27][CH2:28][C:29]2[CH:34]=[CH:33][C:32]([F:35])=[C:31]([F:36])[CH:30]=2)=[O:26])=[C:15]1[CH:37]([CH3:39])[CH3:38])[C:8]1[CH:13]=[CH:12][CH:11]=[CH:10][CH:9]=1. (5) Given the reactants [P:1](=[O:5])([OH:4])([OH:3])[OH:2].[OH-].[Ca+2:7].[OH-].[NH4+], predict the reaction product. The product is: [P:1]([O-:5])([O-:4])([O-:3])=[O:2].[Ca+2:7].[Ca+2:7].[Ca+2:7].[Ca+2:7].[Ca+2:7].[Ca+2:7].[Ca+2:7].[Ca+2:7]. (6) Given the reactants [CH3:1][N:2]1[CH:10]=[C:9]2[C:4]([C:5](B3OC(C)(C)C(C)(C)O3)=[CH:6][CH:7]=[CH:8]2)=[N:3]1.Cl[C:21]1[C:26]([Cl:27])=[CH:25][C:24]([Cl:28])=[CH:23][N:22]=1.CN(C=O)C.[O-]P([O-])([O-])=O.[K+].[K+].[K+], predict the reaction product. The product is: [Cl:27][C:26]1[C:21]([C:5]2[C:4]3[C:9](=[CH:10][N:2]([CH3:1])[N:3]=3)[CH:8]=[CH:7][CH:6]=2)=[N:22][CH:23]=[C:24]([Cl:28])[CH:25]=1.